This data is from Reaction yield outcomes from USPTO patents with 853,638 reactions. The task is: Predict the reaction yield, written as a fraction of the theoretical maximum amount of product (1.0 means a 100% yield; for example, 0.34 means a 34% yield). The reactants are [ClH:1].[C:2]([O:5][C@@H:6]([C:37]1[S:38][CH:39]=[C:40]([C:42](=[O:60])[NH:43][C@H:44]([CH2:52][C@H:53]([CH3:59])[C:54]([O:56][CH2:57][CH3:58])=[O:55])[CH2:45][C:46]2[CH:51]=[CH:50][CH:49]=[CH:48][CH:47]=2)[N:41]=1)[CH2:7][C@@H:8]([N:12]([CH3:36])[C:13](=[O:35])[C@@H:14]([NH:19]C([C@H]1CCCCN1C(OC(C)(C)C)=O)=O)[C@@H:15]([CH3:18])[CH2:16][CH3:17])[CH:9]([CH3:11])[CH3:10])(=[O:4])[CH3:3]. The catalyst is O1CCOCC1. The product is [ClH:1].[NH2:19][C@@H:14]([C@@H:15]([CH3:18])[CH2:16][CH3:17])[C:13]([N:12]([C@@H:8]([CH:9]([CH3:11])[CH3:10])[CH2:7][C@H:6]([C:37]1[S:38][CH:39]=[C:40]([C:42]([NH:43][C@@H:44]([CH2:45][C:46]2[CH:47]=[CH:48][CH:49]=[CH:50][CH:51]=2)[CH2:52][C@H:53]([CH3:59])[C:54]([O:56][CH2:57][CH3:58])=[O:55])=[O:60])[N:41]=1)[O:5][C:2](=[O:4])[CH3:3])[CH3:36])=[O:35]. The yield is 1.00.